From a dataset of Catalyst prediction with 721,799 reactions and 888 catalyst types from USPTO. Predict which catalyst facilitates the given reaction. Reactant: [Cl:1][CH:2]([CH2:6][CH3:7])[C:3](Cl)=[O:4].[NH2:8][C:9]1[CH:13]=[CH:12][S:11][C:10]=1[C:14]([NH:16][C:17]1[CH:22]=[CH:21][CH:20]=[CH:19][CH:18]=1)=[O:15].C(N(CC)CC)C. Product: [Cl:1][CH:2]([CH2:6][CH3:7])[C:3]([NH:8][C:9]1[CH:13]=[CH:12][S:11][C:10]=1[C:14]([NH:16][C:17]1[CH:18]=[CH:19][CH:20]=[CH:21][CH:22]=1)=[O:15])=[O:4]. The catalyst class is: 2.